This data is from Full USPTO retrosynthesis dataset with 1.9M reactions from patents (1976-2016). The task is: Predict the reactants needed to synthesize the given product. Given the product [Cl:18][C:8]1[C:7]2[C:12](=[CH:13][CH:14]=[C:5]([C:3]([O:2][CH3:1])=[O:4])[CH:6]=2)[N:11]=[CH:10][CH:9]=1, predict the reactants needed to synthesize it. The reactants are: [CH3:1][O:2][C:3]([C:5]1[CH:6]=[C:7]2[C:12](=[CH:13][CH:14]=1)[N+:11]([O-])=[CH:10][CH:9]=[CH:8]2)=[O:4].P(Cl)(Cl)([Cl:18])=O.